This data is from Full USPTO retrosynthesis dataset with 1.9M reactions from patents (1976-2016). The task is: Predict the reactants needed to synthesize the given product. (1) Given the product [F:36][C:35]([F:37])([F:38])[C:33]1[CH:34]=[C:29]([CH:30]=[C:31]([C:39]([F:42])([F:40])[F:41])[CH:32]=1)[CH2:28][O:1][C:2]1[CH:3]=[C:4]2[C:8](=[CH:9][CH:10]=1)[N:7]1[CH2:11][CH2:12][CH2:13][CH:14]([CH2:15][C:16]([O:18][CH2:19][CH3:20])=[O:17])[C:6]1=[CH:5]2, predict the reactants needed to synthesize it. The reactants are: [OH:1][C:2]1[CH:3]=[C:4]2[C:8](=[CH:9][CH:10]=1)[N:7]1[CH2:11][CH2:12][CH2:13][CH:14]([CH2:15][C:16]([O:18][CH2:19][CH3:20])=[O:17])[C:6]1=[CH:5]2.C(=O)([O-])[O-].[Cs+].[Cs+].Br[CH2:28][C:29]1[CH:34]=[C:33]([C:35]([F:38])([F:37])[F:36])[CH:32]=[C:31]([C:39]([F:42])([F:41])[F:40])[CH:30]=1. (2) Given the product [CH3:1][O:2][C:3]1[CH:4]=[CH:5][CH:6]=[C:7]2[C:11]=1[CH:10]([N:12]1[C:17]3[N:18]=[C:19]([S:22]([CH3:23])=[O:33])[N:20]=[CH:21][C:16]=3[CH:15]=[CH:14][C:13]1=[O:24])[CH2:9][CH2:8]2, predict the reactants needed to synthesize it. The reactants are: [CH3:1][O:2][C:3]1[CH:4]=[CH:5][CH:6]=[C:7]2[C:11]=1[CH:10]([N:12]1[C:17]3[N:18]=[C:19]([S:22][CH3:23])[N:20]=[CH:21][C:16]=3[CH:15]=[CH:14][C:13]1=[O:24])[CH2:9][CH2:8]2.ClC1C=CC=C(C(OO)=[O:33])C=1. (3) Given the product [OH:15][C@H:14]([C:16]1[C:17]([CH3:26])=[C:18]2[C:19](=[CH:24][CH:25]=1)[C:20](=[O:23])[O:21][CH2:22]2)[CH2:13][N:3]1[CH2:4][CH2:5][CH2:6][C:7]2([CH2:12][CH2:11][CH2:10][N:9]([C:35](=[O:36])[C:34]3[CH:38]=[CH:39][C:31]([S:28]([CH3:27])(=[O:30])=[O:29])=[N:32][CH:33]=3)[CH2:8]2)[CH2:2]1, predict the reactants needed to synthesize it. The reactants are: Cl.[CH2:2]1[C:7]2([CH2:12][CH2:11][CH2:10][NH:9][CH2:8]2)[CH2:6][CH2:5][CH2:4][N:3]1[CH2:13][C@@H:14]([C:16]1[CH:25]=[CH:24][C:19]2[C:20](=[O:23])[O:21][CH2:22][C:18]=2[C:17]=1[CH3:26])[OH:15].[CH3:27][S:28]([C:31]1[CH:39]=[CH:38][C:34]([C:35](O)=[O:36])=[CH:33][N:32]=1)(=[O:30])=[O:29]. (4) The reactants are: C[O:2][C:3](=[O:35])[CH2:4][O:5][C:6]1[CH:14]=[CH:13][C:12]([S:15][CH2:16][C:17]2[CH:22]=[CH:21][CH:20]=[CH:19][C:18]=2[O:23][CH2:24][C:25]2[CH:30]=[CH:29][C:28]([C:31]([F:34])([F:33])[F:32])=[CH:27][CH:26]=2)=[C:11]2[C:7]=1[CH2:8][CH2:9][CH2:10]2.[K+].[Br-]. Given the product [F:33][C:31]([F:32])([F:34])[C:28]1[CH:29]=[CH:30][C:25]([CH2:24][O:23][C:18]2[CH:19]=[CH:20][CH:21]=[CH:22][C:17]=2[CH2:16][S:15][C:12]2[CH:13]=[CH:14][C:6]([O:5][CH2:4][C:3]([OH:35])=[O:2])=[C:7]3[C:11]=2[CH2:10][CH2:9][CH2:8]3)=[CH:26][CH:27]=1, predict the reactants needed to synthesize it. (5) Given the product [OH:58][C@H:55]1[CH2:56][CH2:57][C@H:52]([NH:51][C:33]([C:30]2[CH:31]=[CH:32][C:27]([C:24]3[CH:23]=[CH:22][C:21]([CH2:20][C@H:19]([NH:18][C:16]([C@H:13]4[CH2:12][CH2:11][C@H:10]([CH2:9][NH:8][C:6](=[O:7])[O:5][C:1]([CH3:4])([CH3:2])[CH3:3])[CH2:15][CH2:14]4)=[O:17])[C:37](=[O:50])[NH:38][C:39]4[CH:44]=[CH:43][C:42]([C:45]5[N:49]=[N:48][NH:47][N:46]=5)=[CH:41][CH:40]=4)=[CH:26][CH:25]=3)=[C:28]([CH3:36])[CH:29]=2)=[O:35])[CH2:53][CH2:54]1, predict the reactants needed to synthesize it. The reactants are: [C:1]([O:5][C:6]([NH:8][CH2:9][C@H:10]1[CH2:15][CH2:14][C@H:13]([C:16]([NH:18][C@H:19]([C:37](=[O:50])[NH:38][C:39]2[CH:44]=[CH:43][C:42]([C:45]3[N:46]=[N:47][NH:48][N:49]=3)=[CH:41][CH:40]=2)[CH2:20][C:21]2[CH:26]=[CH:25][C:24]([C:27]3[CH:32]=[CH:31][C:30]([C:33]([OH:35])=O)=[CH:29][C:28]=3[CH3:36])=[CH:23][CH:22]=2)=[O:17])[CH2:12][CH2:11]1)=[O:7])([CH3:4])([CH3:3])[CH3:2].[NH2:51][C@H:52]1[CH2:57][CH2:56][C@H:55]([OH:58])[CH2:54][CH2:53]1.F[P-](F)(F)(F)(F)F.CN(C(ON1C2=NC=CC=C2N=N1)=[N+](C)C)C.C(N(CC)C(C)C)(C)C. (6) Given the product [ClH:33].[NH2:32][C@H:28]1[CH2:29][CH2:30][CH2:31][N:26]([C:16]([C:14]2[S:15][C:11]([C:3]3[C:2]([CH3:1])=[C:6]([C:7]([F:8])([F:9])[F:10])[O:5][N:4]=3)=[CH:12][CH:13]=2)=[O:18])[CH2:27]1, predict the reactants needed to synthesize it. The reactants are: [CH3:1][C:2]1[C:3]([C:11]2[S:15][C:14]([C:16]([OH:18])=O)=[CH:13][CH:12]=2)=[N:4][O:5][C:6]=1[C:7]([F:10])([F:9])[F:8].C([N:26]1[CH2:31][CH2:30][CH2:29][C@H:28]([NH2:32])[CH2:27]1)(OC(C)(C)C)=O.[ClH:33]. (7) Given the product [O:21]1[C:22]2[CH:28]=[CH:27][CH:26]=[CH:25][C:23]=2[N:24]=[C:20]1[NH:1][C:2]1[S:6][N:5]=[C:4]([CH3:7])[C:3]=1[C:8]([NH:10][C:11]1[CH:16]=[CH:15][CH:14]=[CH:13][C:12]=1[CH2:17][CH3:18])=[O:9], predict the reactants needed to synthesize it. The reactants are: [NH2:1][C:2]1[S:6][N:5]=[C:4]([CH3:7])[C:3]=1[C:8]([NH:10][C:11]1[CH:16]=[CH:15][CH:14]=[CH:13][C:12]=1[CH2:17][CH3:18])=[O:9].Cl[C:20]1[O:21][C:22]2[CH:28]=[CH:27][CH:26]=[CH:25][C:23]=2[N:24]=1.C(=O)([O-])[O-].[Cs+].[Cs+].CC1(C)C2C(=C(P(C3C=CC=CC=3)C3C=CC=CC=3)C=CC=2)OC2C(P(C3C=CC=CC=3)C3C=CC=CC=3)=CC=CC1=2.